Dataset: Forward reaction prediction with 1.9M reactions from USPTO patents (1976-2016). Task: Predict the product of the given reaction. (1) Given the reactants Br[C:2]1[CH:3]=[C:4]2[C:9](=[CH:10][CH:11]=1)[N:8]=[CH:7][C:6]([C:12]([CH:14]1[CH2:16][CH2:15]1)=[O:13])=[C:5]2[NH:17][C:18]1[CH:32]=[CH:31][C:21]([CH2:22][NH:23][C:24](=[O:30])[O:25][C:26]([CH3:29])([CH3:28])[CH3:27])=[CH:20][CH:19]=1.[Cl:33][C:34]1[CH:39]=[C:38](B2OC(C)(C)C(C)(C)O2)[CH:37]=[C:36]([F:49])[C:35]=1[OH:50], predict the reaction product. The product is: [Cl:33][C:34]1[CH:39]=[C:38]([C:2]2[CH:3]=[C:4]3[C:9](=[CH:10][CH:11]=2)[N:8]=[CH:7][C:6]([C:12]([CH:14]2[CH2:16][CH2:15]2)=[O:13])=[C:5]3[NH:17][C:18]2[CH:32]=[CH:31][C:21]([CH2:22][NH:23][C:24](=[O:30])[O:25][C:26]([CH3:27])([CH3:29])[CH3:28])=[CH:20][CH:19]=2)[CH:37]=[C:36]([F:49])[C:35]=1[OH:50]. (2) Given the reactants [F:1][C:2]1[CH:10]=[C:9]([C:11]([F:14])([F:13])[F:12])[CH:8]=[C:7]([C:15]([F:18])([F:17])[F:16])[C:3]=1[C:4](Cl)=[O:5].[NH2:19][C:20]1[CH:21]=[CH:22][C:23]([C:26]([O:28][CH3:29])=[O:27])=[N:24][CH:25]=1.N1C=CC=CC=1.Cl, predict the reaction product. The product is: [F:1][C:2]1[CH:10]=[C:9]([C:11]([F:14])([F:13])[F:12])[CH:8]=[C:7]([C:15]([F:18])([F:17])[F:16])[C:3]=1[C:4]([NH:19][C:20]1[CH:21]=[CH:22][C:23]([C:26]([O:28][CH3:29])=[O:27])=[N:24][CH:25]=1)=[O:5]. (3) Given the reactants CC1C=CC(S([O:11][CH:12]2[CH2:17][CH2:16][CH2:15][C:14]([CH3:19])([CH3:18])[CH2:13]2)(=O)=O)=CC=1.[Cl:20][C:21]1[N:26]=[CH:25][C:24](O)=[CH:23][CH:22]=1.[OH-].[K+], predict the reaction product. The product is: [Cl:20][C:21]1[N:26]=[CH:25][C:24]([O:11][CH:12]2[CH2:17][CH2:16][CH2:15][C:14]([CH3:18])([CH3:19])[CH2:13]2)=[CH:23][CH:22]=1. (4) Given the reactants [CH3:1][C:2]1[CH:7]=[CH:6][CH:5]=[CH:4][C:3]=1[C:8](=[O:10])[CH3:9].B1(C)OC(C2C=CC=CC=2)(C2C=CC=CC=2)[C@H]2N1CCC2, predict the reaction product. The product is: [C:2]1([CH3:1])[CH:7]=[CH:6][CH:5]=[CH:4][C:3]=1[C@H:8]([OH:10])[CH3:9]. (5) Given the reactants [OH:1][C:2]1([C:9]2[S:13][C:12]([CH2:14][CH3:15])=[N:11][CH:10]=2)[CH2:7][CH2:6][C:5](=O)[CH2:4][CH2:3]1.[NH:16]1[CH2:19][CH:18]([NH:20][C:21]([CH2:23][NH:24][C:25](=[O:36])[C:26]2[CH:31]=[CH:30][CH:29]=[C:28]([C:32]([F:35])([F:34])[F:33])[CH:27]=2)=[O:22])[CH2:17]1, predict the reaction product. The product is: [CH2:14]([C:12]1[S:13][C:9]([C:2]2([OH:1])[CH2:7][CH2:6][CH:5]([N:16]3[CH2:19][CH:18]([NH:20][C:21]([CH2:23][NH:24][C:25](=[O:36])[C:26]4[CH:31]=[CH:30][CH:29]=[C:28]([C:32]([F:35])([F:33])[F:34])[CH:27]=4)=[O:22])[CH2:17]3)[CH2:4][CH2:3]2)=[CH:10][N:11]=1)[CH3:15]. (6) Given the reactants [C:1]([O:5][C@@H:6]([C:12]1[C:34]([CH3:35])=[CH:33][C:15]2[N:16]=[C:17]([N:19]3[CH2:24][CH2:23][O:22][C:21]([C:26]4[CH:31]=[CH:30][C:29]([Cl:32])=[CH:28][CH:27]=4)([CH3:25])[CH2:20]3)[S:18][C:14]=2[C:13]=1[C:36]1[CH:41]=[CH:40][C:39]([Cl:42])=[CH:38][CH:37]=1)[C:7]([O:9]CC)=[O:8])([CH3:4])([CH3:3])[CH3:2].[OH-].[Na+], predict the reaction product. The product is: [C:1]([O:5][C@@H:6]([C:12]1[C:34]([CH3:35])=[CH:33][C:15]2[N:16]=[C:17]([N:19]3[CH2:24][CH2:23][O:22][C:21]([C:26]4[CH:31]=[CH:30][C:29]([Cl:32])=[CH:28][CH:27]=4)([CH3:25])[CH2:20]3)[S:18][C:14]=2[C:13]=1[C:36]1[CH:37]=[CH:38][C:39]([Cl:42])=[CH:40][CH:41]=1)[C:7]([OH:9])=[O:8])([CH3:2])([CH3:3])[CH3:4]. (7) Given the reactants [O-]CC.[Na+].[CH:5]([C:7]1[S:11][C:10]([CH3:12])=[C:9]([N:13]([CH3:22])[S:14]([C:17]2[S:18][CH:19]=[CH:20][CH:21]=2)(=[O:16])=[O:15])[CH:8]=1)=O.[N:23]([CH2:26][C:27]([O:29][CH2:30][CH3:31])=[O:28])=[N+]=[N-].[Cl-].[NH4+], predict the reaction product. The product is: [CH3:12][C:10]1[S:11][C:7]2[CH:5]=[C:26]([C:27]([O:29][CH2:30][CH3:31])=[O:28])[NH:23][C:8]=2[C:9]=1[N:13]([CH3:22])[S:14]([C:17]1[S:18][CH:19]=[CH:20][CH:21]=1)(=[O:16])=[O:15]. (8) Given the reactants [CH2:1]([O:5][C:6]1[CH:10]=[C:9]([CH2:11][CH2:12][S:13]([NH2:16])(=[O:15])=[O:14])[N:8]([CH2:17][C:18]2[CH:23]=[CH:22][C:21]([Cl:24])=[CH:20][C:19]=2[Cl:25])[N:7]=1)[CH2:2][CH2:3][CH3:4].N1(C2C=CN=CC=2)CCCC1.[C:37](Cl)(=[O:43])[CH2:38][CH2:39][CH2:40][CH2:41][CH3:42].Cl, predict the reaction product. The product is: [CH2:1]([O:5][C:6]1[CH:10]=[C:9]([CH2:11][CH2:12][S:13]([NH:16][C:37](=[O:43])[CH2:38][CH2:39][CH2:40][CH2:41][CH3:42])(=[O:14])=[O:15])[N:8]([CH2:17][C:18]2[CH:23]=[CH:22][C:21]([Cl:24])=[CH:20][C:19]=2[Cl:25])[N:7]=1)[CH2:2][CH2:3][CH3:4].